This data is from M1 muscarinic receptor antagonist screen with 61,756 compounds. The task is: Binary Classification. Given a drug SMILES string, predict its activity (active/inactive) in a high-throughput screening assay against a specified biological target. (1) The compound is o1c(c(C(=O)N2CCN(CC2)CCO)c2c1ccc(OCC)c2)c1ccccc1. The result is 0 (inactive). (2) The compound is o1c2c(c(c1C(O)=O)C)ccc1OCCOc21. The result is 0 (inactive). (3) The molecule is S(c1n(CCCC(=O)NCc2occc2)c(=O)c2c(n1)cccc2)CC(=O)c1ccc(F)cc1. The result is 0 (inactive). (4) The compound is Brc1oc(C(=O)NCc2nc3n(c2)cccc3)cc1. The result is 0 (inactive). (5) The molecule is s1c(CNC(=O)C2ON\C(C2)=C2\C(=O)C=CC=C2)ccc1. The result is 0 (inactive).